This data is from Forward reaction prediction with 1.9M reactions from USPTO patents (1976-2016). The task is: Predict the product of the given reaction. Given the reactants C([N:8]1[CH2:13][C@@H:12]([OH:14])[CH2:11][C@H:10]([C:15]([O:17][CH3:18])=[O:16])[C@H:9]1[C:19]([O:21]CC1C=CC=CC=1)=[O:20])C1C=CC=CC=1.[H][H], predict the reaction product. The product is: [OH:14][C@@H:12]1[CH2:13][NH:8][C@H:9]([C:19]([OH:21])=[O:20])[C@@H:10]([C:15]([O:17][CH3:18])=[O:16])[CH2:11]1.